This data is from Catalyst prediction with 721,799 reactions and 888 catalyst types from USPTO. The task is: Predict which catalyst facilitates the given reaction. (1) Reactant: CSC1N=[C:7]([NH:9][CH2:10][C:11]2[CH:16]=[CH:15][C:14]([O:17][CH3:18])=[C:13]([Cl:19])[CH:12]=2)C(C(OCC)=O)=CN=1.[B].CSC.S(C)C.Cl. Product: [CH3:7][NH:9][CH2:10][C:11]1[CH:16]=[CH:15][C:14]([O:17][CH3:18])=[C:13]([Cl:19])[CH:12]=1. The catalyst class is: 83. (2) Reactant: Br[C:2]1[C:6]([C:7]2[N:8]=[C:9]([NH:12][C:13]3[N:18]=[C:17]([CH3:19])[CH:16]=[CH:15][N:14]=3)[S:10][CH:11]=2)=[CH:5][N:4]([CH2:20][C:21]2[CH:26]=[CH:25][C:24]([O:27][CH3:28])=[CH:23][CH:22]=2)[N:3]=1.[Si:29]([O:36][CH:37]1[CH2:41][CH2:40][N:39]([C:42]2[CH:47]=[CH:46][CH:45]=[C:44](B3OC(C)(C)C(C)(C)O3)[CH:43]=2)[CH2:38]1)([C:32]([CH3:35])([CH3:34])[CH3:33])([CH3:31])[CH3:30].C([O-])(O)=O.[Na+]. Product: [Si:29]([O:36][CH:37]1[CH2:41][CH2:40][N:39]([C:42]2[CH:43]=[C:44]([C:2]3[C:6]([C:7]4[N:8]=[C:9]([NH:12][C:13]5[N:18]=[C:17]([CH3:19])[CH:16]=[CH:15][N:14]=5)[S:10][CH:11]=4)=[CH:5][N:4]([CH2:20][C:21]4[CH:26]=[CH:25][C:24]([O:27][CH3:28])=[CH:23][CH:22]=4)[N:3]=3)[CH:45]=[CH:46][CH:47]=2)[CH2:38]1)([C:32]([CH3:35])([CH3:34])[CH3:33])([CH3:31])[CH3:30]. The catalyst class is: 70. (3) Reactant: [CH2:1]([NH:8][CH2:9][CH2:10][CH2:11][O:12][Si:13]([C:16]([CH3:19])([CH3:18])[CH3:17])([CH3:15])[CH3:14])[C:2]1[CH:7]=[CH:6][CH:5]=[CH:4][CH:3]=1.[Br:20][C:21]1[C:26](=[O:27])[NH:25][C:24]([C:28](O)=[O:29])=[C:23]([CH3:31])[CH:22]=1.CN(C(ON1N=NC2C=CC=CC1=2)=[N+](C)C)C.F[P-](F)(F)(F)(F)F.C(N(CC)C(C)C)(C)C. Product: [CH2:1]([N:8]([CH2:9][CH2:10][CH2:11][O:12][Si:13]([C:16]([CH3:19])([CH3:18])[CH3:17])([CH3:15])[CH3:14])[C:28]([C:24]1[NH:25][C:26](=[O:27])[C:21]([Br:20])=[CH:22][C:23]=1[CH3:31])=[O:29])[C:2]1[CH:7]=[CH:6][CH:5]=[CH:4][CH:3]=1. The catalyst class is: 9. (4) Reactant: [F:1][CH:2]1[CH2:7][CH2:6][N:5]([C:8]([C:10]2[N:11]=[C:12]([C:15]([O:17][CH2:18][CH3:19])=[O:16])[S:13][CH:14]=2)=[O:9])[CH2:4][CH2:3]1.Br[C:21]1[CH:26]=[CH:25][C:24]([C:27]([OH:36])([C:32]([F:35])([F:34])[F:33])[C:28]([F:31])([F:30])[F:29])=[C:23]([Cl:37])[C:22]=1[Cl:38].C1C=CC(P(C2C=CC=CC=2)C2C=CC=CC=2)=CC=1. Product: [Cl:38][C:22]1[C:23]([Cl:37])=[C:24]([C:27]([OH:36])([C:28]([F:29])([F:30])[F:31])[C:32]([F:33])([F:34])[F:35])[CH:25]=[CH:26][C:21]=1[C:14]1[S:13][C:12]([C:15]([O:17][CH2:18][CH3:19])=[O:16])=[N:11][C:10]=1[C:8]([N:5]1[CH2:6][CH2:7][CH:2]([F:1])[CH2:3][CH2:4]1)=[O:9]. The catalyst class is: 151. (5) Reactant: [C:1]([C:5]1[CH:13]=[CH:12][C:8]([C:9](Cl)=[O:10])=[CH:7][CH:6]=1)([CH3:4])([CH3:3])[CH3:2].[I:14][C:15]1[CH:16]=[CH:17][C:18]2[N:19]([CH:21]=[C:22]([NH2:24])[N:23]=2)[CH:20]=1.C(N(CC)CC)C. Product: [C:1]([C:5]1[CH:13]=[CH:12][C:8]([C:9]([NH:24][C:22]2[N:23]=[C:18]3[CH:17]=[CH:16][C:15]([I:14])=[CH:20][N:19]3[CH:21]=2)=[O:10])=[CH:7][CH:6]=1)([CH3:4])([CH3:3])[CH3:2]. The catalyst class is: 1. (6) Reactant: [CH3:1][O:2][C:3]1[CH:4]=[C:5]2[C:10](=[CH:11][C:12]=1[O:13][CH3:14])[N:9]=[CH:8][CH:7]=[C:6]2[O:15][C:16]1[CH:21]=[CH:20][C:19]([NH2:22])=[CH:18][CH:17]=1.C1([O:29][C:30](=O)[NH:31][C:32]2[CH:37]=[CH:36][CH:35]=[C:34]([S:38]([CH3:41])(=[O:40])=[O:39])[CH:33]=2)C=CC=CC=1.C(OCC)(=O)C.O. Product: [CH3:1][O:2][C:3]1[CH:4]=[C:5]2[C:10](=[CH:11][C:12]=1[O:13][CH3:14])[N:9]=[CH:8][CH:7]=[C:6]2[O:15][C:16]1[CH:17]=[CH:18][C:19]([NH:22][C:30]([NH:31][C:32]2[CH:37]=[CH:36][CH:35]=[C:34]([S:38]([CH3:41])(=[O:40])=[O:39])[CH:33]=2)=[O:29])=[CH:20][CH:21]=1. The catalyst class is: 376. (7) Reactant: Cl[C:2]1[N:7]=[C:6](Cl)[CH:5]=[CH:4][N:3]=1.[CH:9]1[C:17]2[C:16]3[CH:18]=[CH:19][CH:20]=[CH:21][C:15]=3[O:14][C:13]=2[C:12]([C:22]2[CH:23]=[C:24](B(O)O)[CH:25]=[CH:26][CH:27]=2)=[CH:11][CH:10]=1.[C:31](=[O:34])([O-])[O-].[Na+].[Na+].CN1[CH2:43][CH2:42][CH2:41]N(C)C1=O. Product: [CH:9]1[C:17]2[C:16]3[CH:18]=[CH:19][CH:20]=[CH:21][C:15]=3[O:14][C:13]=2[C:12]([C:22]2[CH:23]=[C:24]([C:2]3[N:7]=[C:6]([C:42]4[CH:43]=[CH:21][CH:15]=[C:16]([C:17]5[C:13]6[O:34][C:31]7[CH:24]=[CH:25][CH:26]=[CH:27][C:22]=7[C:12]=6[CH:11]=[CH:10][CH:9]=5)[CH:41]=4)[CH:5]=[CH:4][N:3]=3)[CH:25]=[CH:26][CH:27]=2)=[CH:11][CH:10]=1. The catalyst class is: 189. (8) Reactant: [C:1](Cl)(=O)[CH:2]([CH3:4])[CH3:3].[F:7][C:8]([F:21])([F:20])[C:9]([NH:11][CH2:12][CH2:13][C:14]1[CH:19]=[CH:18][CH:17]=[CH:16][CH:15]=1)=[O:10].[Cl-].[Al+3].[Cl-].[Cl-]. Product: [F:7][C:8]([F:20])([F:21])[C:9]([NH:11][CH2:12][CH2:13][C:14]1[CH:19]=[CH:18][C:17]([CH2:1][CH:2]([CH3:4])[CH3:3])=[CH:16][CH:15]=1)=[O:10]. The catalyst class is: 2. (9) Reactant: C([O:3][C:4](=[O:30])[CH2:5][C:6]1[N:14]2[C:9]([CH:10]=[C:11]([C:15]#[N:16])[CH:12]=[CH:13]2)=[C:8]([CH2:17][C:18]2[CH:27]=[CH:26][C:25]3[C:20](=[CH:21][CH:22]=[C:23]([F:28])[CH:24]=3)[N:19]=2)[C:7]=1[CH3:29])C.[OH-].[Li+]. Product: [C:15]([C:11]1[CH:12]=[CH:13][N:14]2[C:9]([CH:10]=1)=[C:8]([CH2:17][C:18]1[CH:27]=[CH:26][C:25]3[C:20](=[CH:21][CH:22]=[C:23]([F:28])[CH:24]=3)[N:19]=1)[C:7]([CH3:29])=[C:6]2[CH2:5][C:4]([OH:30])=[O:3])#[N:16]. The catalyst class is: 7.